Dataset: Catalyst prediction with 721,799 reactions and 888 catalyst types from USPTO. Task: Predict which catalyst facilitates the given reaction. Reactant: Cl[C:2]1[CH:7]=[CH:6][N:5]=[CH:4][C:3]=1[N+:8]([O-:10])=[O:9].[F:11][C:12]1[C:17]([F:18])=[CH:16][CH:15]=[CH:14][C:13]=1[NH2:19]. Product: [F:11][C:12]1[C:17]([F:18])=[CH:16][CH:15]=[CH:14][C:13]=1[NH:19][C:2]1[CH:7]=[CH:6][N:5]=[CH:4][C:3]=1[N+:8]([O-:10])=[O:9]. The catalyst class is: 40.